Task: Predict which catalyst facilitates the given reaction.. Dataset: Catalyst prediction with 721,799 reactions and 888 catalyst types from USPTO (1) Reactant: Cl[N:2]1[C:6](=O)[CH2:5][CH2:4][C:3]1=O.C[N:10]([CH:12]=[CH:13][C:14]([O:16][CH2:17][CH3:18])=[O:15])C.[CH2:19](N(CC)CC)C.Cl.CN([CH:30]=[O:31])C. Product: [CH2:17]([O:16][C:14]([C:13]1[C:12]([C:6]2[CH:5]=[CH:4][CH:3]=[CH:19][N:2]=2)=[N:10][O:31][CH:30]=1)=[O:15])[CH3:18]. The catalyst class is: 22. (2) Reactant: [Cl:1][C:2]1[CH:3]=[CH:4][C:5]([N:35]2[CH:39]=[N:38][N:37]=[N:36]2)=[C:6]([C:8]2[CH:16]=[C:15]3[N:11]([C@H:12]([C:17]4[NH:18][C:19]([C:22]5[CH:23]=[C:24]([C:27]([O:29]C(C)(C)C)=[O:28])[S:25][CH:26]=5)=[CH:20][N:21]=4)[CH2:13][CH2:14]3)[C:10](=[O:34])[CH:9]=2)[CH:7]=1.Cl. Product: [ClH:1].[Cl:1][C:2]1[CH:3]=[CH:4][C:5]([N:35]2[CH:39]=[N:38][N:37]=[N:36]2)=[C:6]([C:8]2[CH:16]=[C:15]3[N:11]([C@H:12]([C:17]4[NH:18][C:19]([C:22]5[CH:23]=[C:24]([C:27]([OH:29])=[O:28])[S:25][CH:26]=5)=[CH:20][N:21]=4)[CH2:13][CH2:14]3)[C:10](=[O:34])[CH:9]=2)[CH:7]=1. The catalyst class is: 12. (3) Reactant: [OH:1][CH2:2][CH2:3][N:4]1[CH2:9][CH2:8][N:7](C(OC(C)(C)C)=O)[CH2:6][C@H:5]1[CH3:17].C(O)(C(F)(F)F)=O. Product: [CH3:17][C@@H:5]1[CH2:6][NH:7][CH2:8][CH2:9][N:4]1[CH2:3][CH2:2][OH:1]. The catalyst class is: 2.